Dataset: Reaction yield outcomes from USPTO patents with 853,638 reactions. Task: Predict the reaction yield, written as a fraction of the theoretical maximum amount of product (1.0 means a 100% yield; for example, 0.34 means a 34% yield). (1) The reactants are [CH2:1]([O:3][C:4](=[O:17])[CH2:5][C:6]1[C:7]([CH2:12][O:13]C(=O)C)=[N:8][CH:9]=[CH:10][CH:11]=1)[CH3:2].[OH-].[K+]. The catalyst is CCO. The product is [CH2:1]([O:3][C:4](=[O:17])[CH2:5][C:6]1[C:7]([CH2:12][OH:13])=[N:8][CH:9]=[CH:10][CH:11]=1)[CH3:2]. The yield is 0.520. (2) The reactants are [NH2:1][C:2]1[C:3]2[CH:13]=[CH:12][CH:11]=[CH:10][C:4]=2[Se:5][C:6]=1[C:7]([NH2:9])=[O:8].[N:14]([O-])=O.[Na+]. The catalyst is S(=O)(=O)(O)O. The product is [N:1]1[C:2]2[C:3]3[CH:13]=[CH:12][CH:11]=[CH:10][C:4]=3[Se:5][C:6]=2[C:7](=[O:8])[NH:9][N:14]=1. The yield is 0.190. (3) The reactants are [F:1][C:2]1[CH:7]=[CH:6][C:5]([CH2:8][C:9]([N:11]2[C@@H:15]([CH:16]([CH3:18])[CH3:17])[CH2:14][O:13][C:12]2=[O:19])=[O:10])=[CH:4][CH:3]=1.[CH3:20][Si]([N-][Si](C)(C)C)(C)C.[Na+].CC(O)=O. The catalyst is C1COCC1.CCOCC. The product is [F:1][C:2]1[CH:7]=[CH:6][C:5]([C@H:8]([CH3:20])[C:9]([N:11]2[C@@H:15]([CH:16]([CH3:17])[CH3:18])[CH2:14][O:13][C:12]2=[O:19])=[O:10])=[CH:4][CH:3]=1. The yield is 0.810. (4) The reactants are [C:1]([C:5]1[C:6]([OH:18])=[C:7]([CH:12]=[C:13]([N+:15]([O-:17])=[O:16])[CH:14]=1)[C:8]([O:10][CH3:11])=[O:9])([CH3:4])([CH3:3])[CH3:2].[C:19](=O)([O-])[O-].[K+].[K+].S(OC)(OC)(=O)=O. The catalyst is CC(C)=O. The product is [C:1]([C:5]1[C:6]([O:18][CH3:19])=[C:7]([CH:12]=[C:13]([N+:15]([O-:17])=[O:16])[CH:14]=1)[C:8]([O:10][CH3:11])=[O:9])([CH3:4])([CH3:2])[CH3:3]. The yield is 0.870. (5) The reactants are [CH2:1]([O:5][C:6]([C:8]1([C:11](=[O:13])[CH3:12])[CH2:10][CH2:9]1)=[O:7])[CH2:2][CH2:3][CH3:4].C(N(CC)CC)C.FC(F)(F)S(O[Si](CC)(CC)CC)(=O)=O.[Br:36]N1C(=O)CCC1=O. The catalyst is C(Cl)Cl. The product is [CH2:1]([O:5][C:6]([C:8]1([C:11](=[O:13])[CH2:12][Br:36])[CH2:9][CH2:10]1)=[O:7])[CH2:2][CH2:3][CH3:4]. The yield is 0.730. (6) The reactants are [CH3:1][O:2][C:3]1[N:8]=[C:7]([C:9]2[CH:17]=[CH:16][C:12]([C:13]([OH:15])=O)=[CH:11][CH:10]=2)[CH:6]=[CH:5][CH:4]=1.[CH3:18][C@@H:19]1[CH2:23][CH2:22][CH2:21][N:20]1[CH2:24][C@@H:25]1[CH2:29][CH2:28][CH2:27][NH:26]1. No catalyst specified. The product is [CH3:1][O:2][C:3]1[N:8]=[C:7]([C:9]2[CH:10]=[CH:11][C:12]([C:13]([N:26]3[CH2:27][CH2:28][CH2:29][C@H:25]3[CH2:24][N:20]3[CH2:21][CH2:22][CH2:23][C@H:19]3[CH3:18])=[O:15])=[CH:16][CH:17]=2)[CH:6]=[CH:5][CH:4]=1. The yield is 0.760. (7) The reactants are [CH2:1]([C:5]1([CH3:34])[C:14]2[C:9](=[CH:10][CH:11]=[CH:12][CH:13]=2)[C:8]([OH:15])=[C:7]([C:16]2[NH:21][C:20]3[CH:22]=[CH:23][C:24]([O:26][CH2:27][C:28]([NH2:30])=[O:29])=[CH:25][C:19]=3[S:18](=[O:32])(=[O:31])[N:17]=2)[C:6]1=[O:33])[CH2:2][CH2:3][CH3:4].[OH-].[Na+:36]. The catalyst is O. The product is [NH2:30][C:28](=[O:29])[CH2:27][O:26][C:24]1[CH:23]=[CH:22][C:20]2[NH:21][C:16]([C:7]3[C:6](=[O:33])[C:5]([CH2:1][CH2:2][CH2:3][CH3:4])([CH3:34])[C:14]4[C:9](=[CH:10][CH:11]=[CH:12][CH:13]=4)[C:8]=3[O-:15])=[N:17][S:18](=[O:31])(=[O:32])[C:19]=2[CH:25]=1.[Na+:36]. The yield is 0.640. (8) The reactants are [CH2:1]([O:3][C:4]([C:6]1([C:12]2[CH:17]=[CH:16][CH:15]=[CH:14][CH:13]=2)[CH2:11][CH2:10][NH:9][CH2:8][CH2:7]1)=[O:5])[CH3:2].Br.Br[CH2:20][CH2:21][CH2:22][NH2:23].C(=O)([O-])[O-].[K+].[K+]. The catalyst is O1CCOCC1. The product is [CH2:1]([O:3][C:4]([C:6]1([C:12]2[CH:13]=[CH:14][CH:15]=[CH:16][CH:17]=2)[CH2:7][CH2:8][N:9]([CH2:20][CH2:21][CH2:22][NH2:23])[CH2:10][CH2:11]1)=[O:5])[CH3:2]. The yield is 0.833.